This data is from Peptide-MHC class II binding affinity with 134,281 pairs from IEDB. The task is: Regression. Given a peptide amino acid sequence and an MHC pseudo amino acid sequence, predict their binding affinity value. This is MHC class II binding data. (1) The peptide sequence is VSYQPLGDKVNFFRMVISNP. The MHC is DRB1_0401 with pseudo-sequence DRB1_0401. The binding affinity (normalized) is 0.301. (2) The peptide sequence is LGMNHVLQSIRRNYP. The MHC is DRB1_0901 with pseudo-sequence DRB1_0901. The binding affinity (normalized) is 0. (3) The peptide sequence is DIKLIDVEMTREASR. The MHC is H-2-IAd with pseudo-sequence H-2-IAd. The binding affinity (normalized) is 0.229.